Dataset: Full USPTO retrosynthesis dataset with 1.9M reactions from patents (1976-2016). Task: Predict the reactants needed to synthesize the given product. (1) Given the product [Cl:1][C:2]1[N:7]=[C:6]([C:8]2[S:12][C:11]([C:13]([CH3:16])([CH3:15])[CH3:14])=[N:10][C:9]=2[C:17]2[CH:18]=[C:19]([NH:20][S:39]([C:33]3[C:34]([F:38])=[CH:35][CH:36]=[CH:37][C:32]=3[F:31])(=[O:41])=[O:40])[CH:21]=[CH:22][C:23]=2[F:24])[CH:5]=[CH:4][N:3]=1, predict the reactants needed to synthesize it. The reactants are: [Cl:1][C:2]1[N:7]=[C:6]([C:8]2[S:12][C:11]([C:13]([CH3:16])([CH3:15])[CH3:14])=[N:10][C:9]=2[C:17]2[CH:18]=[C:19]([CH:21]=[CH:22][C:23]=2[F:24])[NH2:20])[CH:5]=[CH:4][N:3]=1.N1C=CC=CC=1.[F:31][C:32]1[CH:37]=[CH:36][CH:35]=[C:34]([F:38])[C:33]=1[S:39](Cl)(=[O:41])=[O:40]. (2) The reactants are: [Br:1][C:2]1[CH:3]=[C:4]([OH:8])[CH:5]=[CH:6][CH:7]=1.[CH2:9]([CH:11]([CH2:14][CH3:15])[CH2:12]O)[CH3:10]. Given the product [Br:1][C:2]1[CH:7]=[CH:6][CH:5]=[C:4]([O:8][CH2:12][CH:11]([CH2:14][CH3:15])[CH2:9][CH3:10])[CH:3]=1, predict the reactants needed to synthesize it. (3) Given the product [C:1]([O:5][C:6](=[O:21])[NH:7][C:8]1[C:13]([C:14](=[O:19])[C:15]([F:18])([F:17])[F:16])=[CH:12][CH:11]=[C:10]([NH:32][CH2:31][CH2:30][NH:29][C:22]([O:24][C:25]([CH3:28])([CH3:27])[CH3:26])=[O:23])[N:9]=1)([CH3:4])([CH3:3])[CH3:2], predict the reactants needed to synthesize it. The reactants are: [C:1]([O:5][C:6](=[O:21])[NH:7][C:8]1[C:13]([C:14](=[O:19])[C:15]([F:18])([F:17])[F:16])=[CH:12][CH:11]=[C:10](Cl)[N:9]=1)([CH3:4])([CH3:3])[CH3:2].[C:22]([NH:29][CH2:30][CH2:31][NH2:32])([O:24][C:25]([CH3:28])([CH3:27])[CH3:26])=[O:23].C(N(CC)C(C)C)(C)C. (4) Given the product [CH:36]1([CH2:35][NH:34][C:26](=[O:29])[CH2:27][NH:28][C:24]([C:17]2[C:18]3[C:23](=[CH:22][CH:21]=[CH:20][CH:19]=3)[C:14]([C:11]3[CH2:10][C:9]([C:4]4[CH:5]=[C:6]([Cl:8])[CH:7]=[C:2]([Cl:1])[CH:3]=4)([C:30]([F:31])([F:33])[F:32])[O:13][N:12]=3)=[CH:15][CH:16]=2)=[O:25])[CH2:38][CH2:37]1, predict the reactants needed to synthesize it. The reactants are: [Cl:1][C:2]1[CH:3]=[C:4]([C:9]2([C:30]([F:33])([F:32])[F:31])[O:13][N:12]=[C:11]([C:14]3[C:23]4[C:18](=[CH:19][CH:20]=[CH:21][CH:22]=4)[C:17]([C:24]4[O:25][C:26](=[O:29])[CH2:27][N:28]=4)=[CH:16][CH:15]=3)[CH2:10]2)[CH:5]=[C:6]([Cl:8])[CH:7]=1.[NH2:34][CH2:35][CH:36]1[CH2:38][CH2:37]1. (5) Given the product [C:13]([O:12][C:11](=[O:17])[NH:10][CH2:9][CH:8]([C:5]1[CH:6]=[CH:7][C:2]([B:39]2[O:43][C:42]([CH3:45])([CH3:44])[C:41]([CH3:47])([CH3:46])[O:40]2)=[CH:3][C:4]=1[CH3:38])[CH2:18][C:19]1[CH:24]=[CH:23][C:22]([O:25][CH2:26][CH2:27][O:28][C:29]2[C:34]([Cl:35])=[CH:33][C:32]([CH3:36])=[CH:31][C:30]=2[Cl:37])=[CH:21][CH:20]=1)([CH3:16])([CH3:15])[CH3:14], predict the reactants needed to synthesize it. The reactants are: Br[C:2]1[CH:7]=[CH:6][C:5]([CH:8]([CH2:18][C:19]2[CH:24]=[CH:23][C:22]([O:25][CH2:26][CH2:27][O:28][C:29]3[C:34]([Cl:35])=[CH:33][C:32]([CH3:36])=[CH:31][C:30]=3[Cl:37])=[CH:21][CH:20]=2)[CH2:9][NH:10][C:11](=[O:17])[O:12][C:13]([CH3:16])([CH3:15])[CH3:14])=[C:4]([CH3:38])[CH:3]=1.[B:39]1([B:39]2[O:43][C:42]([CH3:45])([CH3:44])[C:41]([CH3:47])([CH3:46])[O:40]2)[O:43][C:42]([CH3:45])([CH3:44])[C:41]([CH3:47])([CH3:46])[O:40]1.C([O-])(=O)C.[K+]. (6) Given the product [CH3:32][N:4]([CH3:3])[C@H:5]1[CH2:9][CH2:8][N:7]([C:10]2[N:15]=[C:14]([CH3:16])[C:13]([CH:17]([CH2:22][CH2:23][CH3:24])[C:18]([OH:20])=[O:19])=[C:12]([C:25]3[CH:26]=[CH:27][C:28]([CH3:31])=[CH:29][CH:30]=3)[N:11]=2)[CH2:6]1, predict the reactants needed to synthesize it. The reactants are: [OH-].[Na+].[CH3:3][N:4]([CH3:32])[C@@H:5]1[CH2:9][CH2:8][N:7]([C:10]2[N:15]=[C:14]([CH3:16])[C:13]([CH:17]([CH2:22][CH2:23][CH3:24])[C:18]([O:20]C)=[O:19])=[C:12]([C:25]3[CH:30]=[CH:29][C:28]([CH3:31])=[CH:27][CH:26]=3)[N:11]=2)[CH2:6]1. (7) Given the product [NH2:22][C:17]1[N:18]=[C:19]([NH:21][C:30]2[CH:31]=[CH:32][C:27]([CH:25]=[O:26])=[CH:28][CH:29]=2)[CH:20]=[C:15]([C:13]2[CH:14]=[C:9]([Cl:8])[CH:10]=[CH:11][C:12]=2[O:23][CH3:24])[CH:16]=1, predict the reactants needed to synthesize it. The reactants are: FC(F)(F)C(O)=O.[Cl:8][C:9]1[CH:10]=[CH:11][C:12]([O:23][CH3:24])=[C:13]([C:15]2[CH:20]=[C:19]([NH2:21])[N:18]=[C:17]([NH2:22])[CH:16]=2)[CH:14]=1.[CH:25]([C:27]1[CH:32]=[CH:31][C:30](B(O)O)=[CH:29][CH:28]=1)=[O:26].